From a dataset of Full USPTO retrosynthesis dataset with 1.9M reactions from patents (1976-2016). Predict the reactants needed to synthesize the given product. (1) Given the product [CH:1]1([C:7]2[C:8]3[CH:26]=[CH:25][C:24]([C:27]([NH:31][C:32]([CH3:38])([CH3:37])[C:33]([O:35][CH3:36])=[O:34])=[O:28])=[CH:23][C:9]=3[N:10]3[C:16]=2[C:15]2[CH:17]=[CH:18][C:19]([O:21][CH3:22])=[CH:20][C:14]=2[O:13][CH2:12][CH2:11]3)[CH2:2][CH2:3][CH2:4][CH2:5][CH2:6]1, predict the reactants needed to synthesize it. The reactants are: [CH:1]1([C:7]2[C:8]3[CH:26]=[CH:25][C:24]([C:27](O)=[O:28])=[CH:23][C:9]=3[N:10]3[C:16]=2[C:15]2[CH:17]=[CH:18][C:19]([O:21][CH3:22])=[CH:20][C:14]=2[O:13][CH2:12][CH2:11]3)[CH2:6][CH2:5][CH2:4][CH2:3][CH2:2]1.Cl.[NH2:31][C:32]([CH3:38])([CH3:37])[C:33]([O:35][CH3:36])=[O:34].Cl.C(N=C=NCCCN(C)C)C.ON1C2C=CC=CC=2N=N1.C(N(CC)CC)C.C(=O)([O-])O.[Na+]. (2) Given the product [F:1][C:2]1[CH2:7][CH2:6][C:5]([OH:18])([C:8]([OH:10])=[O:9])[CH2:4][CH:3]=1, predict the reactants needed to synthesize it. The reactants are: [F:1][C:2]1[CH2:7][CH2:6][C:5]([OH:18])([C:8]([O:10]CC2C=CC=CC=2)=[O:9])[CH2:4][CH:3]=1.O.[OH-].[Na+].Cl. (3) Given the product [CH2:1]([O:3][C:4]([N:6]1[C:14]2[C:9](=[CH:10][CH:11]=[C:12]([Cl:15])[CH:13]=2)[C:8]2([CH:16]([C:17]3[CH:22]=[CH:21][CH:20]=[C:19]([Cl:23])[CH:18]=3)[CH2:35][C:34](=[O:36])[NH:33][CH:32]2[C:27]2[CH:28]=[CH:29][CH:30]=[CH:31][C:26]=2[Cl:25])[C:7]1=[O:24])=[O:5])[CH3:2], predict the reactants needed to synthesize it. The reactants are: [CH2:1]([O:3][C:4]([N:6]1[C:14]2[C:9](=[CH:10][CH:11]=[C:12]([Cl:15])[CH:13]=2)/[C:8](=[CH:16]/[C:17]2[CH:22]=[CH:21][CH:20]=[C:19]([Cl:23])[CH:18]=2)/[C:7]1=[O:24])=[O:5])[CH3:2].[Cl:25][C:26]1[CH:31]=[CH:30][CH:29]=[CH:28][C:27]=1[CH:32]=[N:33][C:34]([O:36][Si](C)(C)C)=[CH2:35]. (4) Given the product [CH3:1][C:2]1[CH:22]=[CH:21][C:5]2[NH:6][S:7](=[O:10])(=[O:9])[O:8][C:4]=2[CH:3]=1, predict the reactants needed to synthesize it. The reactants are: [CH3:1][C:2]1[CH:22]=[CH:21][C:5]2[N:6](S(C3C=CC(C)=CC=3)(=O)=O)[S:7](=[O:10])(=[O:9])[O:8][C:4]=2[CH:3]=1.[N-]=[N+]=[N-].[Na+]. (5) The reactants are: [CH:1]1([CH2:5][C:6]2([CH3:38])[C:15]3[C:10](=[CH:11][CH:12]=[CH:13][CH:14]=3)[C:9]([OH:16])=[C:8]([C:17]3[NH:22][C:21]4[CH:23]=[CH:24][C:25]([NH:27]C(=O)OC(C)(C)C)=[CH:26][C:20]=4[S:19](=[O:36])(=[O:35])[N:18]=3)[C:7]2=[O:37])[CH2:4][CH2:3][CH2:2]1.FC(F)(F)C(O)=O. Given the product [NH2:27][C:25]1[CH:24]=[CH:23][C:21]2[NH:22][C:17]([C:8]3[C:7](=[O:37])[C:6]([CH2:5][CH:1]4[CH2:4][CH2:3][CH2:2]4)([CH3:38])[C:15]4[C:10]([C:9]=3[OH:16])=[CH:11][CH:12]=[CH:13][CH:14]=4)=[N:18][S:19](=[O:36])(=[O:35])[C:20]=2[CH:26]=1, predict the reactants needed to synthesize it. (6) Given the product [CH3:8][C:6]1([CH3:7])[C:2]([CH3:20])([CH3:1])[O:3][B:4]([C:9]2[CH:14]=[CH:13][C:12]([CH:15]([CH2:18][CH3:19])[CH2:16][NH:17][C:21](=[O:22])[O:23][C:24]([CH3:27])([CH3:26])[CH3:25])=[CH:11][CH:10]=2)[O:5]1, predict the reactants needed to synthesize it. The reactants are: [CH3:1][C:2]1([CH3:20])[C:6]([CH3:8])([CH3:7])[O:5][B:4]([C:9]2[CH:14]=[CH:13][C:12]([CH:15]([CH2:18][CH3:19])[CH2:16][NH2:17])=[CH:11][CH:10]=2)[O:3]1.[C:21](O[C:21]([O:23][C:24]([CH3:27])([CH3:26])[CH3:25])=[O:22])([O:23][C:24]([CH3:27])([CH3:26])[CH3:25])=[O:22]. (7) Given the product [CH3:33][N:34]([CH2:3][C:4]1[N:13]=[C:12]([NH:14][C:15]2[CH:20]=[CH:19][CH:18]=[C:17]([C:21]3[N:22]=[C:23]([CH3:26])[S:24][CH:25]=3)[CH:16]=2)[C:11]2[C:6](=[CH:7][C:8]([O:30][CH2:31][CH3:32])=[C:9]([O:27][CH2:28][CH3:29])[CH:10]=2)[N:5]=1)[CH3:35], predict the reactants needed to synthesize it. The reactants are: Cl.Cl[CH2:3][C:4]1[N:13]=[C:12]([NH:14][C:15]2[CH:20]=[CH:19][CH:18]=[C:17]([C:21]3[N:22]=[C:23]([CH3:26])[S:24][CH:25]=3)[CH:16]=2)[C:11]2[C:6](=[CH:7][C:8]([O:30][CH2:31][CH3:32])=[C:9]([O:27][CH2:28][CH3:29])[CH:10]=2)[N:5]=1.[CH3:33][NH:34][CH3:35].